From a dataset of NCI-60 drug combinations with 297,098 pairs across 59 cell lines. Regression. Given two drug SMILES strings and cell line genomic features, predict the synergy score measuring deviation from expected non-interaction effect. (1) Drug 1: C1CC(=O)NC(=O)C1N2CC3=C(C2=O)C=CC=C3N. Drug 2: C1=CC(=CC=C1CCCC(=O)O)N(CCCl)CCCl. Cell line: COLO 205. Synergy scores: CSS=40.7, Synergy_ZIP=-0.355, Synergy_Bliss=-1.19, Synergy_Loewe=-6.07, Synergy_HSA=0.627. (2) Synergy scores: CSS=6.18, Synergy_ZIP=-6.97, Synergy_Bliss=-0.832, Synergy_Loewe=-9.69, Synergy_HSA=-1.59. Drug 2: C1CCC(C(C1)N)N.C(=O)(C(=O)[O-])[O-].[Pt+4]. Drug 1: CCC1=C2CN3C(=CC4=C(C3=O)COC(=O)C4(CC)O)C2=NC5=C1C=C(C=C5)O. Cell line: NCIH23. (3) Drug 1: CC1=C(C=C(C=C1)NC2=NC=CC(=N2)N(C)C3=CC4=NN(C(=C4C=C3)C)C)S(=O)(=O)N.Cl. Drug 2: CC1=C2C(C(=O)C3(C(CC4C(C3C(C(C2(C)C)(CC1OC(=O)C(C(C5=CC=CC=C5)NC(=O)OC(C)(C)C)O)O)OC(=O)C6=CC=CC=C6)(CO4)OC(=O)C)OC)C)OC. Cell line: SN12C. Synergy scores: CSS=27.1, Synergy_ZIP=-2.27, Synergy_Bliss=-4.71, Synergy_Loewe=-12.9, Synergy_HSA=-3.74. (4) Drug 1: CN1CCC(CC1)COC2=C(C=C3C(=C2)N=CN=C3NC4=C(C=C(C=C4)Br)F)OC. Drug 2: C1=CC(=CC=C1C#N)C(C2=CC=C(C=C2)C#N)N3C=NC=N3. Cell line: SN12C. Synergy scores: CSS=12.5, Synergy_ZIP=-3.45, Synergy_Bliss=3.30, Synergy_Loewe=-5.83, Synergy_HSA=0.954.